This data is from Catalyst prediction with 721,799 reactions and 888 catalyst types from USPTO. The task is: Predict which catalyst facilitates the given reaction. Reactant: C(OC(=O)[NH:7][CH2:8][CH2:9][C:10]1[O:11][C:12]([CH2:15][CH3:16])=[N:13][N:14]=1)(C)(C)C.FC(F)(F)C(O)=O. Product: [CH2:15]([C:12]1[O:11][C:10]([CH2:9][CH2:8][NH2:7])=[N:14][N:13]=1)[CH3:16]. The catalyst class is: 4.